This data is from Reaction yield outcomes from USPTO patents with 853,638 reactions. The task is: Predict the reaction yield, written as a fraction of the theoretical maximum amount of product (1.0 means a 100% yield; for example, 0.34 means a 34% yield). (1) The reactants are CN(C)CCN(C)C.Cl[C:10]([O:12][CH2:13][CH2:14][O:15][CH3:16])=[O:11].[CH3:17][CH:18]1[CH2:27][C:26]2[N:25]=[N:24][C:23]([C:28]3[CH:33]=[CH:32][CH:31]=[C:30]([C:34]([F:37])([F:36])[F:35])[CH:29]=3)=[CH:22][C:21]=2[CH:20]([OH:38])[CH2:19]1.C(=O)([O-])O.[Na+]. The catalyst is ClCCl. The product is [CH3:16][O:15][CH2:14][CH2:13][O:12][C:10]([O:38][CH:20]1[CH2:19][CH:18]([CH3:17])[CH2:27][C:26]2[N:25]=[N:24][C:23]([C:28]3[CH:33]=[CH:32][CH:31]=[C:30]([C:34]([F:37])([F:36])[F:35])[CH:29]=3)=[CH:22][C:21]1=2)=[O:11]. The yield is 0.732. (2) The reactants are [NH:1]1[CH:5]=[N:4][C:3]([NH2:6])=[N:2]1.O=[C:8]1[CH2:13][CH2:12][CH:11]([C:14]([O:16][CH2:17][CH3:18])=[O:15])[CH2:10][CH2:9]1.C([BH3-])#N.[Na+].O. The catalyst is C(O)(=O)C. The product is [N:1]1[N:2]=[C:3]([NH:6][CH:8]2[CH2:13][CH2:12][CH:11]([C:14]([O:16][CH2:17][CH3:18])=[O:15])[CH2:10][CH2:9]2)[NH:4][CH:5]=1. The yield is 0.400. (3) The reactants are [C:1]1([C:7]2[C:16]3[C:11](=[C:12]([C:17]([F:20])([F:19])[F:18])[CH:13]=[CH:14][CH:15]=3)[N:10]=[CH:9][C:8]=2[C:21](O)=[O:22])[CH:6]=[CH:5][CH:4]=[CH:3][CH:2]=1.[NH2:24][C:25]1[CH:30]=[CH:29][CH:28]=[CH:27][CH:26]=1.CCN=C=NCCCN(C)C.Cl. The catalyst is CN(C=O)C.CN(C1C=CN=CC=1)C. The yield is 0.710. The product is [C:25]1([NH:24][C:21]([C:8]2[CH:9]=[N:10][C:11]3[C:16]([C:7]=2[C:1]2[CH:6]=[CH:5][CH:4]=[CH:3][CH:2]=2)=[CH:15][CH:14]=[CH:13][C:12]=3[C:17]([F:18])([F:19])[F:20])=[O:22])[CH:30]=[CH:29][CH:28]=[CH:27][CH:26]=1. (4) The reactants are FC(F)(F)C(O)=O.[Cl:8][C:9]1[C:10]([F:38])=[C:11]([CH:15]2[C:19]([C:22]3[CH:27]=[CH:26][C:25]([Cl:28])=[CH:24][C:23]=3[F:29])([C:20]#[N:21])[CH:18]([CH2:30][C:31]([CH3:34])([CH3:33])[CH3:32])[NH:17][CH:16]2[C:35](O)=[O:36])[CH:12]=[CH:13][CH:14]=1.[NH2:39][C:40]1[C:41]([CH3:46])=[N:42][CH:43]=[CH:44][CH:45]=1.CN(C(ON1N=NC2C=CC=NC1=2)=[N+](C)C)C.F[P-](F)(F)(F)(F)F.CCN(C(C)C)C(C)C. The catalyst is C(Cl)Cl. The product is [CH3:46][C:41]1[C:40]([NH:39][C:35]([CH:16]2[CH:15]([C:11]3[CH:12]=[CH:13][CH:14]=[C:9]([Cl:8])[C:10]=3[F:38])[C:19]([C:22]3[CH:27]=[CH:26][C:25]([Cl:28])=[CH:24][C:23]=3[F:29])([C:20]#[N:21])[CH:18]([CH2:30][C:31]([CH3:34])([CH3:33])[CH3:32])[NH:17]2)=[O:36])=[CH:45][CH:44]=[CH:43][N:42]=1. The yield is 0.550. (5) The catalyst is CN(C)C=O.O.C(N(CC)CC)C. The yield is 0.530. The reactants are [CH:1]1([S:4]([C:7]2[CH:12]=[CH:11][C:10]([CH:13]([C:21]3[NH:25][C:24]([C:26]4[N:31]=[CH:30][C:29]([C:32]([OH:34])=O)=[CH:28][CH:27]=4)=[CH:23][CH:22]=3)[CH2:14][CH:15]3[CH2:20][CH2:19][O:18][CH2:17][CH2:16]3)=[CH:9][CH:8]=2)(=[O:6])=[O:5])[CH2:3][CH2:2]1.[NH2:35][CH2:36][C:37]([CH3:40])([OH:39])[CH3:38].Cl.CN(C)CCCN=C=NCC.ON1C2C=CC=CC=2N=N1. The product is [CH:1]1([S:4]([C:7]2[CH:12]=[CH:11][C:10]([CH:13]([C:21]3[NH:25][C:24]([C:26]4[N:31]=[CH:30][C:29]([C:32]([NH:35][CH2:36][C:37]([OH:39])([CH3:40])[CH3:38])=[O:34])=[CH:28][CH:27]=4)=[CH:23][CH:22]=3)[CH2:14][CH:15]3[CH2:16][CH2:17][O:18][CH2:19][CH2:20]3)=[CH:9][CH:8]=2)(=[O:6])=[O:5])[CH2:2][CH2:3]1. (6) The reactants are [NH2:1][C:2]1[C:7]([NH2:8])=[C:6]([C:9]2[CH:14]=[CH:13][C:12]([CH2:15][NH:16]C(=O)OC(C)(C)C)=[C:11]([F:24])[CH:10]=2)[CH:5]=[CH:4][N:3]=1.[CH3:25][O:26][C:27]1[CH:34]=[CH:33][C:30]([CH:31]=O)=[CH:29][CH:28]=1. No catalyst specified. The product is [F:24][C:11]1[CH:10]=[C:9]([C:6]2[CH:5]=[CH:4][N:3]=[C:2]3[NH:1][C:31]([C:30]4[CH:33]=[CH:34][C:27]([O:26][CH3:25])=[CH:28][CH:29]=4)=[N:8][C:7]=23)[CH:14]=[CH:13][C:12]=1[CH2:15][NH2:16]. The yield is 0.450. (7) The reactants are [C:1]([O:5][C:6]([N:8]1[CH2:11][C:10](=O)[CH2:9]1)=[O:7])([CH3:4])([CH3:3])[CH3:2].Cl.[F:14][C@H:15]1[CH2:19][CH2:18][NH:17][CH2:16]1.C(O[BH-](OC(=O)C)OC(=O)C)(=O)C.[Na+]. The catalyst is ClCCCl. The product is [C:1]([O:5][C:6]([N:8]1[CH2:11][CH:10]([N:17]2[CH2:18][CH2:19][C@H:15]([F:14])[CH2:16]2)[CH2:9]1)=[O:7])([CH3:4])([CH3:3])[CH3:2]. The yield is 0.600. (8) The reactants are [O:1]=[C:2]1[C:6]2[CH:7]=[CH:8][CH:9]=[CH:10][C:5]=2[C:4](=[O:11])[N:3]1[CH2:12][CH2:13][CH2:14][S:15]([O:18][CH2:19][C:20]([CH3:35])([CH3:34])[CH:21]([O:24][CH2:25][C:26]1[CH:31]=[CH:30][C:29]([O:32][CH3:33])=[CH:28][CH:27]=1)[CH:22]=[O:23])(=[O:17])=[O:16].CC(C)=[O:38]. No catalyst specified. The product is [O:1]=[C:2]1[C:6]2[CH:7]=[CH:8][CH:9]=[CH:10][C:5]=2[C:4](=[O:11])[N:3]1[CH2:12][CH2:13][CH2:14][S:15]([O:18][CH2:19][C:20]([CH3:35])([CH3:34])[CH:21]([O:24][CH2:25][C:26]1[CH:31]=[CH:30][C:29]([O:32][CH3:33])=[CH:28][CH:27]=1)[C:22]([OH:38])=[O:23])(=[O:17])=[O:16]. The yield is 0.900. (9) The reactants are [CH:1]12[NH:8][CH:5]([CH2:6][CH2:7]1)[CH2:4][CH:3]([C:9]1[N:13]=[C:12]([NH:14][C:15]3[C:20]([O:21][C:22]4[C:23]([CH3:28])=[N:24][CH:25]=[CH:26][CH:27]=4)=[CH:19][C:18]([S:29][C:30]4[CH:35]=[CH:34][CH:33]=[CH:32][N:31]=4)=[CH:17][N:16]=3)[S:11][N:10]=1)[CH2:2]2.C(N(CC)CC)C.[C:43](OC(=O)C)(=[O:45])[CH3:44].[ClH:50]. The catalyst is C(Cl)Cl. The product is [ClH:50].[CH3:28][C:23]1[C:22]([O:21][C:20]2[C:15]([NH:14][C:12]3[S:11][N:10]=[C:9]([CH:3]4[CH2:4][CH:5]5[N:8]([C:43](=[O:45])[CH3:44])[CH:1]([CH2:7][CH2:6]5)[CH2:2]4)[N:13]=3)=[N:16][CH:17]=[C:18]([S:29][C:30]3[CH:35]=[CH:34][CH:33]=[CH:32][N:31]=3)[CH:19]=2)=[CH:27][CH:26]=[CH:25][N:24]=1. The yield is 0.824. (10) The reactants are C(OC(=O)[NH:7][C:8]1[CH:13]=[CH:12][C:11]([Cl:14])=[C:10]([OH:15])[CH:9]=1)(C)(C)C.[CH3:17][N:18]1[CH2:22][CH2:21][C@H:20](O)[CH2:19]1.C1(P(C2C=CC=CC=2)C2C=CC=CC=2)C=CC=CC=1.CC(OC(/N=N/C(OC(C)C)=O)=O)C. The catalyst is C1COCC1. The product is [Cl:14][C:11]1[CH:12]=[CH:13][C:8]([NH2:7])=[CH:9][C:10]=1[O:15][C@@H:20]1[CH2:21][CH2:22][N:18]([CH3:17])[CH2:19]1. The yield is 0.800.